Task: Binary Classification. Given a miRNA mature sequence and a target amino acid sequence, predict their likelihood of interaction.. Dataset: Experimentally validated miRNA-target interactions with 360,000+ pairs, plus equal number of negative samples The miRNA is hsa-miR-647 with sequence GUGGCUGCACUCACUUCCUUC. The protein sequence of the target gene is MFYGTHFIMSPPTKSKLKRQSQLLSSMLSRTLSYKYRDLDSTFSSLGASDDPAELSTQLSAPGVLKVFGDSVCTGTHYKSVLATGTSSARELVKEALERYALDPRQAGQYVLCDVVGQAGDAGQRWQARCFRVFGDSEKPLLIQELWKPREGLSRRFELRKRSDVEELAAKEVDTITAGINAQARRLQRSRAKGTPTPALGDARSSPPPRLRRTVSETSLSPVNALPAAAQGPEEPGPDAMRYSLYQSPHLLLLQGYSQQHDSLVYVLNRDRHTVGQRTPSSKPSISLSAPDILPLHCTI.... Result: 0 (no interaction).